This data is from Catalyst prediction with 721,799 reactions and 888 catalyst types from USPTO. The task is: Predict which catalyst facilitates the given reaction. (1) Reactant: [F:1][C:2]([F:34])([F:33])[CH2:3][CH2:4][CH:5]([NH:22][C:23]1[CH:32]=[CH:31][C:26]([C:27](OC)=[O:28])=[CH:25][N:24]=1)[C:6]1[CH:11]=[CH:10][C:9]([C:12]2[CH:17]=[CH:16][C:15]([C:18]([F:21])([F:20])[F:19])=[CH:14][CH:13]=2)=[CH:8][CH:7]=1.[OH-].[Na+].C(N(CC)CC)C.C1C=NC2N(O)N=NC=2C=1.Cl.[NH2:55][CH2:56][CH2:57][C:58]([O:60][CH3:61])=[O:59].CCN=C=NCCCN(C)C. Product: [F:33][C:2]([F:1])([F:34])[CH2:3][CH2:4][CH:5]([NH:22][C:23]1[CH:32]=[CH:31][C:26]([C:27]([NH:55][CH2:56][CH2:57][C:58]([O:60][CH3:61])=[O:59])=[O:28])=[CH:25][N:24]=1)[C:6]1[CH:7]=[CH:8][C:9]([C:12]2[CH:17]=[CH:16][C:15]([C:18]([F:19])([F:20])[F:21])=[CH:14][CH:13]=2)=[CH:10][CH:11]=1. The catalyst class is: 5. (2) Reactant: Cl.[F:2][C:3]1[CH:4]=[C:5]([C:10]2[C:18]3[C:13](=[CH:14][C:15]([O:19][CH2:20][CH2:21][CH2:22][N:23]4[CH2:28][CH2:27][NH:26][CH2:25][CH2:24]4)=[CH:16][CH:17]=3)[C:12](=[O:29])[C:11]=2[C:30]2[CH:31]=[N:32][CH:33]=[CH:34][CH:35]=2)[CH:6]=[C:7]([F:9])[CH:8]=1.C(N(CC)CC)C.[CH3:43][S:44]([Cl:47])(=[O:46])=[O:45]. Product: [ClH:47].[F:2][C:3]1[CH:4]=[C:5]([C:10]2[C:18]3[C:13](=[CH:14][C:15]([O:19][CH2:20][CH2:21][CH2:22][N:23]4[CH2:28][CH2:27][N:26]([S:44]([CH3:43])(=[O:46])=[O:45])[CH2:25][CH2:24]4)=[CH:16][CH:17]=3)[C:12](=[O:29])[C:11]=2[C:30]2[CH:31]=[N:32][CH:33]=[CH:34][CH:35]=2)[CH:6]=[C:7]([F:9])[CH:8]=1. The catalyst class is: 2. (3) Reactant: [Br:1][C:2]1[CH:7]=[C:6]([C:8]2[CH2:12][C:11]([C:17]3[CH:22]=[C:21]([Cl:23])[CH:20]=[C:19]([Cl:24])[CH:18]=3)([C:13]([F:16])([F:15])[F:14])[CH2:10][N:9]=2)[CH:5]=[CH:4][C:3]=1[CH2:25][OH:26].C(N(CC)CC)C.[CH3:34][S:35](Cl)(=[O:37])=[O:36]. Product: [Br:1][C:2]1[CH:7]=[C:6]([C:8]2[CH2:12][C:11]([C:17]3[CH:22]=[C:21]([Cl:23])[CH:20]=[C:19]([Cl:24])[CH:18]=3)([C:13]([F:14])([F:15])[F:16])[CH2:10][N:9]=2)[CH:5]=[CH:4][C:3]=1[CH2:25][O:26][S:35]([CH3:34])(=[O:37])=[O:36]. The catalyst class is: 1. (4) Reactant: [C:1]([OH:9])(=O)[C:2]1[CH:7]=[CH:6][CH:5]=[CH:4][CH:3]=1.C(N(C(C)C)CC)(C)C.[NH2:19][C:20]1[S:21][C:22]([C:26]2[CH:27]=[C:28]([NH:33][S:34]([CH3:37])(=[O:36])=[O:35])[C:29]([Cl:32])=[N:30][CH:31]=2)=[C:23]([CH3:25])[N:24]=1. Product: [Cl:32][C:29]1[N:30]=[CH:31][C:26]([C:22]2[S:21][C:20]([NH:19][C:1](=[O:9])[C:2]3[CH:3]=[CH:4][CH:5]=[CH:6][CH:7]=3)=[N:24][C:23]=2[CH3:25])=[CH:27][C:28]=1[NH:33][S:34]([CH3:37])(=[O:36])=[O:35]. The catalyst class is: 44. (5) Reactant: C[O:2][C:3]1[CH:4]=[C:5]([C:14]2[N:15]=[C:16]([C:19]3[C:20]([C:25]([F:28])([F:27])[F:26])=[N:21][CH:22]=[CH:23][CH:24]=3)[O:17][CH:18]=2)[CH:6]=[C:7]([N+:11]([O-:13])=[O:12])[C:8]=1[O:9]C.B(Br)(Br)Br. Product: [N+:11]([C:7]1[CH:6]=[C:5]([C:14]2[N:15]=[C:16]([C:19]3[C:20]([C:25]([F:28])([F:27])[F:26])=[N:21][CH:22]=[CH:23][CH:24]=3)[O:17][CH:18]=2)[CH:4]=[C:3]([OH:2])[C:8]=1[OH:9])([O-:13])=[O:12]. The catalyst class is: 4. (6) Reactant: [O:1]=[C:2]1[NH:7][CH2:6][CH2:5][N:4]([S:8]([C:11]2[CH:16]=[CH:15][C:14]([CH3:17])=[CH:13][CH:12]=2)(=[O:10])=[O:9])[CH:3]1[CH2:18][C:19]([OH:21])=O.[N:22]1([CH2:28][C:29]([C:31]2[CH:32]=[C:33]3[C:38](=[CH:39][CH:40]=2)[C@H:37]([NH2:41])[CH2:36][CH2:35][CH2:34]3)=[CH2:30])[CH2:27][CH2:26][CH2:25][CH2:24][CH2:23]1.C(Cl)CCl.C1C=CC2N(O)N=NC=2C=1. Product: [O:1]=[C:2]1[NH:7][CH2:6][CH2:5][N:4]([S:8]([C:11]2[CH:16]=[CH:15][C:14]([CH3:17])=[CH:13][CH:12]=2)(=[O:10])=[O:9])[CH:3]1[CH2:18][C:19]([NH:41][C@H:37]1[C:38]2[C:33](=[CH:32][C:31]([C:29]([CH2:28][N:22]3[CH2:27][CH2:26][CH2:25][CH2:24][CH2:23]3)=[CH2:30])=[CH:40][CH:39]=2)[CH2:34][CH2:35][CH2:36]1)=[O:21]. The catalyst class is: 2.